This data is from NCI-60 drug combinations with 297,098 pairs across 59 cell lines. The task is: Regression. Given two drug SMILES strings and cell line genomic features, predict the synergy score measuring deviation from expected non-interaction effect. (1) Drug 1: C1=CC=C(C=C1)NC(=O)CCCCCCC(=O)NO. Drug 2: C1C(C(OC1N2C=NC(=NC2=O)N)CO)O. Cell line: HOP-62. Synergy scores: CSS=9.58, Synergy_ZIP=-1.90, Synergy_Bliss=9.01, Synergy_Loewe=-0.764, Synergy_HSA=2.94. (2) Drug 1: C1CC(=O)NC(=O)C1N2CC3=C(C2=O)C=CC=C3N. Drug 2: C1=CC(=CC=C1C#N)C(C2=CC=C(C=C2)C#N)N3C=NC=N3. Cell line: EKVX. Synergy scores: CSS=4.48, Synergy_ZIP=-1.75, Synergy_Bliss=-0.439, Synergy_Loewe=1.56, Synergy_HSA=0.492.